From a dataset of Full USPTO retrosynthesis dataset with 1.9M reactions from patents (1976-2016). Predict the reactants needed to synthesize the given product. (1) Given the product [F:13][C:3]1[C:2]([N:1]([S:26]([C:22]2[O:21][CH:25]=[CH:19][CH:20]=2)(=[O:28])=[O:27])[S:26]([C:22]2[O:21][CH:25]=[CH:24][CH:23]=2)(=[O:28])=[O:27])=[CH:11][CH:10]=[C:9]([F:12])[C:4]=1[C:5]([O:7][CH3:8])=[O:6], predict the reactants needed to synthesize it. The reactants are: [NH2:1][C:2]1[C:3]([F:13])=[C:4]([C:9]([F:12])=[CH:10][CH:11]=1)[C:5]([O:7][CH3:8])=[O:6].C(N([CH2:19][CH3:20])CC)C.[O:21]1[CH:25]=[CH:24][CH:23]=[C:22]1[S:26](Cl)(=[O:28])=[O:27]. (2) Given the product [F:28][C:16]1[CH:17]=[C:18]2[C:13](=[CH:14][CH:15]=1)[O:12][C:11]([C@H:9]([OH:8])[CH3:10])=[C:20]([C:21]1[CH:22]=[CH:23][CH:24]=[CH:25][CH:26]=1)[C:19]2=[O:27], predict the reactants needed to synthesize it. The reactants are: C([O:8][C@@H:9]([C:11]1[O:12][C:13]2[C:18]([C:19](=[O:27])[C:20]=1[C:21]1[CH:26]=[CH:25][CH:24]=[CH:23][CH:22]=1)=[CH:17][C:16]([F:28])=[CH:15][CH:14]=2)[CH3:10])C1C=CC=CC=1.[Cl-].[Al+3].[Cl-].[Cl-]. (3) Given the product [C:27]([C:26]1[CH:13]([C:5]2[CH:6]=[CH:7][CH:8]=[C:9]3[C:4]=2[O:3][C:2]([CH3:1])=[CH:11][C:10]3=[O:12])[C:14]([C:15]([O:17][CH2:18][CH2:19][CH3:20])=[O:16])=[C:21]([CH3:22])[NH:24][C:25]=1[C:29]([F:32])([F:31])[F:30])#[N:28], predict the reactants needed to synthesize it. The reactants are: [CH3:1][C:2]1[O:3][C:4]2[C:9]([C:10](=[O:12])[CH:11]=1)=[CH:8][CH:7]=[CH:6][C:5]=2[CH:13]=[C:14]([C:21](=O)[CH3:22])[C:15]([O:17][CH2:18][CH2:19][CH3:20])=[O:16].[NH2:24][C:25]([C:29]([F:32])([F:31])[F:30])=[CH:26][C:27]#[N:28].CC(C)([O-])C.[K+]. (4) The reactants are: Cl.[NH2:2][OH:3].C([O-])(O)=O.[Na+].[C:9]1(/[CH:15]=[CH:16]/[S:17]([NH:20][C:21]2[CH:22]=[C:23]([CH:27]=[CH:28][C:29](Cl)=[O:30])[CH:24]=[CH:25][CH:26]=2)(=[O:19])=[O:18])[CH:14]=[CH:13][CH:12]=[CH:11][CH:10]=1. Given the product [OH:3][NH:2][C:29](=[O:30])[CH:28]=[CH:27][C:23]1[CH:24]=[CH:25][CH:26]=[C:21]([NH:20][S:17](/[CH:16]=[CH:15]/[C:9]2[CH:14]=[CH:13][CH:12]=[CH:11][CH:10]=2)(=[O:19])=[O:18])[CH:22]=1, predict the reactants needed to synthesize it. (5) The reactants are: [CH2:1]([N:3]1[C:7]2[CH:8]=[CH:9][C:10]([CH:12]=O)=[CH:11][C:6]=2[N:5]([CH2:14]C)[C:4]1=[O:16])C.N[C@H](C(O)=O)C.[N+:23]([CH2:26][CH3:27])([O-:25])=[O:24]. Given the product [CH3:1][N:3]1[C:7]2[CH:8]=[CH:9][C:10]([CH:12]=[C:26]([N+:23]([O-:25])=[O:24])[CH3:27])=[CH:11][C:6]=2[N:5]([CH3:14])[C:4]1=[O:16], predict the reactants needed to synthesize it. (6) Given the product [CH:16]1([CH2:15][C@H:11]([CH2:10][N:9]([CH:21]=[O:22])[OH:8])[C:12]([NH:58][C@H:53]([C:52]([N:49]2[CH2:50][CH2:51][CH:46]([NH:29][CH2:30][C:31]3[O:32][CH:33]=[C:34]([OH:38])[C:35](=[O:37])[CH:36]=3)[CH2:47][CH2:48]2)=[O:59])[C:54]([CH3:55])([CH3:57])[CH3:56])=[O:14])[CH2:17][CH2:18][CH2:19][CH2:20]1, predict the reactants needed to synthesize it. The reactants are: C([O:8][N:9]([CH:21]=[O:22])[CH2:10][C@@H:11]([CH2:15][CH:16]1[CH2:20][CH2:19][CH2:18][CH2:17]1)[C:12]([OH:14])=O)C1C=CC=CC=1.Cl.ClC(Cl)(Cl)COC(=O)[N:29]([CH:46]1[CH2:51][CH2:50][N:49]([C:52](=[O:59])[C@@H:53]([NH2:58])[C:54]([CH3:57])([CH3:56])[CH3:55])[CH2:48][CH2:47]1)[CH2:30][C:31]1[O:32][CH:33]=[C:34]([O:38]CC2C=CC=CC=2)[C:35](=[O:37])[CH:36]=1.